From a dataset of Forward reaction prediction with 1.9M reactions from USPTO patents (1976-2016). Predict the product of the given reaction. (1) Given the reactants [CH3:1][O:2][C:3]1[CH:10]=[CH:9][C:6]([CH2:7][Cl:8])=[CH:5][CH:4]=1.[NH2:11][C:12]([NH2:14])=[S:13], predict the reaction product. The product is: [ClH:8].[CH3:1][O:2][C:3]1[CH:10]=[CH:9][C:6]([CH2:7][NH:14][C:12](=[NH:11])[SH:13])=[CH:5][CH:4]=1. (2) Given the reactants [OH:1][C:2]1[CH:11]=[CH:10][C:5]2[C:6](=O)[CH2:7][O:8][C:4]=2[CH:3]=1.C1(P(=[CH:31][C:32]([O:34][CH3:35])=[O:33])(C2C=CC=CC=2)C2C=CC=CC=2)C=CC=CC=1, predict the reaction product. The product is: [CH3:35][O:34][C:32](=[O:33])[CH2:31][C:6]1[C:5]2[CH:10]=[CH:11][C:2]([OH:1])=[CH:3][C:4]=2[O:8][CH:7]=1. (3) Given the reactants [F:1][C:2]1[CH:21]=[CH:20][CH:19]=[C:18]([F:22])[C:3]=1[CH2:4][O:5][C:6]1[C:7]2[N:8]([C:12]([C:16]#[N:17])=[C:13]([CH3:15])[N:14]=2)[CH:9]=[CH:10][CH:11]=1.Cl.[NH2:24][OH:25].C(N(CC)CC)C, predict the reaction product. The product is: [F:1][C:2]1[CH:21]=[CH:20][CH:19]=[C:18]([F:22])[C:3]=1[CH2:4][O:5][C:6]1[C:7]2[N:8]([C:12]([C:16](=[NH:17])[NH:24][OH:25])=[C:13]([CH3:15])[N:14]=2)[CH:9]=[CH:10][CH:11]=1. (4) Given the reactants [CH3:1][O:2][C:3](=[O:45])[NH:4][C@H:5]([C:10]([NH:12][N:13]([CH2:37][C:38]1[CH:43]=[CH:42][C:41](Br)=[CH:40][CH:39]=1)[CH2:14][C@:15]([OH:36])([C:23](=[O:35])[NH:24][C@H:25]1[C:33]2[C:28](=[CH:29][CH:30]=[CH:31][CH:32]=2)[CH2:27][C@H:26]1[OH:34])[CH2:16][C:17]1[CH:22]=[CH:21][CH:20]=[CH:19][CH:18]=1)=[O:11])[C:6]([CH3:9])([CH3:8])[CH3:7].CCCC[Sn]([C:59]1[N:64]=[CH:63][CH:62]=[CH:61][CH:60]=1)(CCCC)CCCC, predict the reaction product. The product is: [CH3:1][O:2][C:3](=[O:45])[NH:4][C@H:5]([C:10]([NH:12][N:13]([CH2:14][C@:15]([OH:36])([C:23](=[O:35])[NH:24][C@H:25]1[C:33]2[C:28](=[CH:29][CH:30]=[CH:31][CH:32]=2)[CH2:27][C@H:26]1[OH:34])[CH2:16][C:17]1[CH:22]=[CH:21][CH:20]=[CH:19][CH:18]=1)[CH2:37][C:38]1[CH:43]=[CH:42][C:41]([C:63]2[CH:62]=[CH:61][CH:60]=[CH:59][N:64]=2)=[CH:40][CH:39]=1)=[O:11])[C:6]([CH3:9])([CH3:8])[CH3:7]. (5) Given the reactants [CH2:1]([O:8][C:9]([NH:11][C@H:12]1[CH2:18][CH2:17][C@@H:16]2[CH2:19][C@H:13]1[C:14](=[O:27])[N:15]2[C:20]([O:22][C:23]([CH3:26])([CH3:25])[CH3:24])=[O:21])=[O:10])[C:2]1[CH:7]=[CH:6][CH:5]=[CH:4][CH:3]=1.O.[BH4-].[Na+].[OH-].[Na+], predict the reaction product. The product is: [CH2:1]([O:8][C:9]([NH:11][C@H:12]1[CH2:18][CH2:17][C@@H:16]([NH:15][C:20](=[O:21])[O:22][C:23]([CH3:24])([CH3:25])[CH3:26])[CH2:19][C@H:13]1[CH2:14][OH:27])=[O:10])[C:2]1[CH:3]=[CH:4][CH:5]=[CH:6][CH:7]=1.